Dataset: Forward reaction prediction with 1.9M reactions from USPTO patents (1976-2016). Task: Predict the product of the given reaction. (1) Given the reactants [Br:1][C:2]1[CH:7]=[CH:6][C:5]([C:8]2[O:12][N:11]=[CH:10][C:9]=2[C:13]([OH:15])=O)=[CH:4][CH:3]=1.[CH2:16]([NH:18][CH2:19][CH3:20])[CH3:17], predict the reaction product. The product is: [Br:1][C:2]1[CH:3]=[CH:4][C:5]([C:8]2[O:12][N:11]=[CH:10][C:9]=2[C:13]([N:18]([CH2:19][CH3:20])[CH2:16][CH3:17])=[O:15])=[CH:6][CH:7]=1. (2) Given the reactants [F-].C([N+](CCCC)(CCCC)CCCC)CCC.[F:19][C:20]([Si](C)(C)C)([F:22])[F:21].[O:27]=[C:28]1[CH2:33][CH2:32][N:31]([C:34]([O:36][C:37]([CH3:40])([CH3:39])[CH3:38])=[O:35])[CH2:30][CH2:29]1, predict the reaction product. The product is: [OH:27][C:28]1([C:20]([F:22])([F:21])[F:19])[CH2:29][CH2:30][N:31]([C:34]([O:36][C:37]([CH3:40])([CH3:39])[CH3:38])=[O:35])[CH2:32][CH2:33]1. (3) Given the reactants C1(C2C=CC=CC=2)C=CC=CC=1P(C(C)(C)C)C(C)(C)C.Br[C:23]1[CH:24]=[C:25]([C:29]2([NH:35][CH2:36][C@@H:37]([OH:52])[C@@H:38]([NH:48][C:49](=[O:51])[CH3:50])[CH2:39][C:40]3[CH:45]=[C:44]([F:46])[CH:43]=[C:42]([F:47])[CH:41]=3)[CH2:34][CH2:33][CH2:32][CH2:31][CH2:30]2)[CH:26]=[CH:27][CH:28]=1.[CH3:53][C:54]1[CH:55]=[C:56](B(O)O)[S:57][CH:58]=1.[F-].[K+], predict the reaction product. The product is: [F:47][C:42]1[CH:41]=[C:40]([CH:45]=[C:44]([F:46])[CH:43]=1)[CH2:39][C@H:38]([NH:48][C:49](=[O:51])[CH3:50])[C@H:37]([OH:52])[CH2:36][NH:35][C:29]1([C:25]2[CH:26]=[CH:27][CH:28]=[C:23]([C:56]3[S:57][CH:58]=[C:54]([CH3:53])[CH:55]=3)[CH:24]=2)[CH2:34][CH2:33][CH2:32][CH2:31][CH2:30]1. (4) The product is: [CH3:1][C@@H:2]1[N:3]([CH2:17][C:18]2[CH:23]=[CH:22][CH:21]=[CH:20][N:19]=2)[CH2:4][CH2:5][N:6]([C:8]([O:10][C:11]([CH3:13])([CH3:12])[CH3:14])=[O:9])[CH2:7]1. Given the reactants [CH3:1][C@H:2]1[CH2:7][N:6]([C:8]([O:10][C:11]([CH3:14])([CH3:13])[CH3:12])=[O:9])[CH2:5][CH2:4][NH:3]1.Br.Br[CH2:17][C:18]1[CH:23]=[CH:22][CH:21]=[CH:20][N:19]=1.C(N(CC)CC)C, predict the reaction product. (5) Given the reactants [ClH:1].Cl.[C:3]([C:6]1[CH:7]=[C:8](/[CH:12]=[CH:13]/[CH2:14][N:15]([C:21]2[CH:26]=[CH:25][C:24]([O:27][CH:28]3[CH2:33][CH2:32][NH:31][CH2:30][CH2:29]3)=[CH:23][CH:22]=2)[S:16]([CH2:19][CH3:20])(=[O:18])=[O:17])[CH:9]=[CH:10][CH:11]=1)(=[NH:5])[NH2:4].Cl.[C:35](=[NH:40])(OCC)[CH3:36].C(N(CC)CC)C.Cl, predict the reaction product. The product is: [ClH:1].[ClH:1].[C:35]([N:31]1[CH2:32][CH2:33][CH:28]([O:27][C:24]2[CH:23]=[CH:22][C:21]([N:15]([CH2:14]/[CH:13]=[CH:12]/[C:8]3[CH:9]=[CH:10][CH:11]=[C:6]([C:3](=[NH:4])[NH2:5])[CH:7]=3)[S:16]([CH2:19][CH3:20])(=[O:18])=[O:17])=[CH:26][CH:25]=2)[CH2:29][CH2:30]1)(=[NH:40])[CH3:36]. (6) Given the reactants [NH2:1][CH:2]1[C:8](=[O:9])[N:7](CC2C=CC(OC)=CC=2)[C:6]2[CH:19]=[CH:20][CH:21]=[CH:22][C:5]=2[C:4]([C:23]2[C:28]([Cl:29])=[CH:27][C:26]([Cl:30])=[CH:25][C:24]=2[Cl:31])=[N:3]1.[Cl:32][C:33]1[CH:34]=[CH:35][C:36]([O:42][CH2:43][CH2:44][CH2:45][NH:46][S:47]([CH3:50])(=[O:49])=[O:48])=[C:37]([CH:41]=1)[C:38](O)=[O:39], predict the reaction product. The product is: [Cl:32][C:33]1[CH:34]=[CH:35][C:36]([O:42][CH2:43][CH2:44][CH2:45][NH:46][S:47]([CH3:50])(=[O:49])=[O:48])=[C:37]([CH:41]=1)[C:38]([NH:1][CH:2]1[C:8](=[O:9])[NH:7][C:6]2[CH:19]=[CH:20][CH:21]=[CH:22][C:5]=2[C:4]([C:23]2[C:24]([Cl:31])=[CH:25][C:26]([Cl:30])=[CH:27][C:28]=2[Cl:29])=[N:3]1)=[O:39]. (7) Given the reactants C(OC([NH:11][C@H:12]([C:42]([O:44][C:45]([CH3:48])([CH3:47])[CH3:46])=[O:43])[CH2:13][C:14]1[CH:15]=[N:16][C:17]([O:20][CH2:21][CH2:22][C:23]2[CH:32]=[CH:31][C:30]3[CH2:29][CH2:28][CH2:27][N:26]([CH2:33][C:34]4[CH:39]=[CH:38][C:37]([O:40][CH3:41])=[CH:36][CH:35]=4)[C:25]=3[N:24]=2)=[CH:18][CH:19]=1)=O)C1C=CC=CC=1.C(Cl)Cl, predict the reaction product. The product is: [CH3:41][O:40][C:37]1[CH:36]=[CH:35][C:34]([CH2:33][N:26]2[C:25]3[N:24]=[C:23]([CH2:22][CH2:21][O:20][C:17]4[N:16]=[CH:15][C:14]([CH2:13][C@@H:12]([C:42]([O:44][C:45]([CH3:46])([CH3:47])[CH3:48])=[O:43])[NH2:11])=[CH:19][CH:18]=4)[CH:32]=[CH:31][C:30]=3[CH2:29][CH2:28][CH2:27]2)=[CH:39][CH:38]=1. (8) Given the reactants Br[C:2]1[CH:3]=[C:4]([Si:8]([C:21]2[CH:26]=[CH:25][CH:24]=[C:23]([Br:27])[CH:22]=2)([C:15]2[CH:20]=[CH:19][CH:18]=[CH:17][CH:16]=2)[C:9]2[CH:14]=[CH:13][CH:12]=[CH:11][CH:10]=2)[CH:5]=[CH:6][CH:7]=1.[CH2:28]1[C:36]23[CH:37]=[CH:38][CH:39]=[CH:40][C:35]2=CO[C:32]3=[C:31]([C:41]2[CH:42]=[C:43](B3OC(C)(C)C(C)(C)O3)[CH:44]=[CH:45][CH:46]=2)[CH:30]=[CH:29]1.[C:56]([O-:59])([O-])=O.[K+].[K+], predict the reaction product. The product is: [Br:27][C:23]1[CH:22]=[C:21]([Si:8]([C:4]2[CH:3]=[C:2]([C:45]3[CH:44]=[CH:43][CH:42]=[C:41]([C:31]4[C:32]5[O:59][C:56]6[CH:37]=[CH:38][CH:39]=[CH:40][C:35]=6[C:36]=5[CH:28]=[CH:29][CH:30]=4)[CH:46]=3)[CH:7]=[CH:6][CH:5]=2)([C:15]2[CH:16]=[CH:17][CH:18]=[CH:19][CH:20]=2)[C:9]2[CH:10]=[CH:11][CH:12]=[CH:13][CH:14]=2)[CH:26]=[CH:25][CH:24]=1. (9) The product is: [C:1]([NH:4][C:5]1[CH:6]=[C:7]([NH:11][C:12]2[N:17]=[C:16]([NH:18][CH2:19][CH:20]3[CH2:25][CH2:24][CH2:23][NH:22][CH2:21]3)[C:15]([C:36]([NH2:37])=[O:38])=[CH:14][N:13]=2)[CH:8]=[CH:9][CH:10]=1)(=[O:3])[CH3:2]. Given the reactants [C:1]([NH:4][C:5]1[CH:6]=[C:7]([NH:11][C:12]2[N:17]=[C:16]([NH:18][CH2:19][CH:20]3[CH2:25][CH2:24][CH2:23][N:22](C(OCC4C=CC=CC=4)=O)[CH2:21]3)[C:15]([C:36](=[O:38])[NH2:37])=[CH:14][N:13]=2)[CH:8]=[CH:9][CH:10]=1)(=[O:3])[CH3:2].Cl, predict the reaction product. (10) Given the reactants CO[C:3]([C:5]1[NH:6][C:7]2[C:12]([CH:13]=1)=[CH:11][CH:10]=[C:9]([N+:14]([O-:16])=[O:15])[CH:8]=2)=[O:4].[NH2:17][CH2:18][CH2:19][CH2:20][NH2:21].[C:22]([O:26][C:27](=[O:46])NCCNC(C1NC2C(C=1)=CC=C([N+]([O-])=O)C=2)=O)([CH3:25])([CH3:24])[CH3:23], predict the reaction product. The product is: [C:22]([O:26][C:27](=[O:46])[NH:17][CH2:18][CH2:19][CH2:20][NH:21][C:3]([C:5]1[NH:6][C:7]2[C:12]([CH:13]=1)=[CH:11][CH:10]=[C:9]([N+:14]([O-:16])=[O:15])[CH:8]=2)=[O:4])([CH3:25])([CH3:24])[CH3:23].